This data is from KCNQ2 potassium channel screen with 302,405 compounds. The task is: Binary Classification. Given a drug SMILES string, predict its activity (active/inactive) in a high-throughput screening assay against a specified biological target. (1) The compound is o1c(CNC(=O)c2c(c([N+]([O-])=O)ccc2)C)ccc1. The result is 0 (inactive). (2) The compound is Brc1sc(S(=O)(=O)NCC2CCC(CC2)C(=O)NCCc2ccc(S(=O)(=O)N)cc2)cc1. The result is 0 (inactive).